This data is from Forward reaction prediction with 1.9M reactions from USPTO patents (1976-2016). The task is: Predict the product of the given reaction. (1) Given the reactants C(N(CC)CC)C.Cl.[NH2:9][C@H:10]([C:13]([OH:15])=[O:14])[CH2:11][SH:12].Br[CH2:17][CH:18]([OH:21])[CH2:19][OH:20].CO, predict the reaction product. The product is: [OH:21][CH:18]([CH2:19][OH:20])[CH2:17][S:12][CH2:11][C@@H:10]([C:13]([OH:15])=[O:14])[NH2:9]. (2) Given the reactants [Cl:1][C:2]1[CH:3]=[C:4]([N:26]2[C:31](=[O:32])[NH:30][C:29](=[O:33])[CH:28]=[N:27]2)[CH:5]=[C:6]([CH3:25])[C:7]=1[O:8][C:9]1[CH:14]=[CH:13][C:12]([OH:15])=[C:11]([C:16](=[O:24])[C:17]2[CH:22]=[CH:21][C:20]([F:23])=[CH:19][CH:18]=2)[CH:10]=1.[BH4-].[Na+], predict the reaction product. The product is: [Cl:1][C:2]1[CH:3]=[C:4]([N:26]2[C:31](=[O:32])[NH:30][C:29](=[O:33])[CH:28]=[N:27]2)[CH:5]=[C:6]([CH3:25])[C:7]=1[O:8][C:9]1[CH:14]=[CH:13][C:12]([OH:15])=[C:11]([CH:16]([C:17]2[CH:18]=[CH:19][C:20]([F:23])=[CH:21][CH:22]=2)[OH:24])[CH:10]=1.